This data is from Catalyst prediction with 721,799 reactions and 888 catalyst types from USPTO. The task is: Predict which catalyst facilitates the given reaction. (1) Reactant: [OH:1][C:2]1[CH:3]=[C:4]([CH:8]=[CH:9][C:10]=1[I:11])[C:5]([OH:7])=[O:6].[Si](C=[N+]=[N-])(C)(C)[CH3:13]. Product: [CH3:13][O:6][C:5](=[O:7])[C:4]1[CH:8]=[CH:9][C:10]([I:11])=[C:2]([OH:1])[CH:3]=1. The catalyst class is: 138. (2) Reactant: [CH3:1][O-:2].[Na+].Br[C:5]1[CH:6]=[C:7]([CH3:13])[C:8]([C:11]#[N:12])=[N:9][CH:10]=1.O. Product: [CH3:1][O:2][C:5]1[CH:6]=[C:7]([CH3:13])[C:8]([C:11]#[N:12])=[N:9][CH:10]=1. The catalyst class is: 5. (3) Reactant: [F:1][C:2]([F:11])([F:10])[C:3]1[CH:8]=[CH:7][N:6]=[C:5]([OH:9])[CH:4]=1.Br[CH2:13][CH2:14][CH2:15][C:16]([O:18][CH2:19]C)=[O:17].O. Product: [F:11][C:2]([F:1])([F:10])[C:3]1[CH:8]=[CH:7][N:6]=[C:5]([O:9][CH2:13][CH2:14][CH2:15][C:16]([O:18][CH3:19])=[O:17])[CH:4]=1. The catalyst class is: 3.